This data is from Full USPTO retrosynthesis dataset with 1.9M reactions from patents (1976-2016). The task is: Predict the reactants needed to synthesize the given product. Given the product [Cl-:1].[CH:5]1[C:4]2[C:9](=[CH:10][C:11]3[C:16]([C:3]=2[CH2:2][N+:24]([CH2:17][C:18]2[CH:23]=[CH:22][CH:21]=[CH:20][CH:19]=2)([CH3:26])[CH3:25])=[CH:15][CH:14]=[CH:13][CH:12]=3)[CH:8]=[CH:7][CH:6]=1, predict the reactants needed to synthesize it. The reactants are: [Cl:1][CH2:2][C:3]1[C:4]2[C:9]([CH:10]=[C:11]3[C:16]=1[CH:15]=[CH:14][CH:13]=[CH:12]3)=[CH:8][CH:7]=[CH:6][CH:5]=2.[CH2:17]([N:24]([CH3:26])[CH3:25])[C:18]1[CH:23]=[CH:22][CH:21]=[CH:20][CH:19]=1.CC(C)CC(=O)C.